Task: Predict the reactants needed to synthesize the given product.. Dataset: Full USPTO retrosynthesis dataset with 1.9M reactions from patents (1976-2016) (1) Given the product [Br:1][C:17]1[C:11]2[C:12](=[N:13][CH:14]=[C:9]([C:3]3[CH:4]=[CH:5][CH:6]=[CH:7][CH:8]=3)[CH:10]=2)[NH:15][CH:16]=1, predict the reactants needed to synthesize it. The reactants are: [Br:1]Br.[C:3]1([C:9]2[CH:10]=[C:11]3[CH:17]=[CH:16][NH:15][C:12]3=[N:13][CH:14]=2)[CH:8]=[CH:7][CH:6]=[CH:5][CH:4]=1. (2) Given the product [C:1]12([C:11]([O:13][CH:14]3[CH:18]4[O:19][C:20](=[O:26])[CH:21]5[CH:22]([C:23]([Cl:30])=[O:24])[CH:15]3[CH2:16][CH:17]45)=[O:12])[CH2:10][CH:5]3[CH2:6][CH:7]([CH2:9][CH:3]([CH2:4]3)[CH2:2]1)[CH2:8]2, predict the reactants needed to synthesize it. The reactants are: [C:1]12([C:11]([O:13][CH:14]3[CH:18]4[O:19][C:20](=[O:26])[CH:21]5[CH:22]([C:23](O)=[O:24])[CH:15]3[CH2:16][CH:17]45)=[O:12])[CH2:10][CH:5]3[CH2:6][CH:7]([CH2:9][CH:3]([CH2:4]3)[CH2:2]1)[CH2:8]2.C(Cl)(=O)C([Cl:30])=O. (3) The reactants are: [C:1]([O:4][CH:5]1[C:9]2=[N:10][CH:11]=[C:12]([NH2:28])[C:13]([N:14]3[CH2:19][CH2:18][CH2:17][C@H:16]([NH:20][C:21]([O:23][C:24]([CH3:27])([CH3:26])[CH3:25])=[O:22])[CH2:15]3)=[C:8]2[CH2:7][CH2:6]1)(=[O:3])[CH3:2].[NH2:29][C:30]1[C:31]([C:45](O)=[O:46])=[N:32][C:33]([C:37]2[C:42]([F:43])=[CH:41][CH:40]=[CH:39][C:38]=2[F:44])=[C:34]([F:36])[CH:35]=1.CN(C(ON1N=NC2C=CC=NC1=2)=[N+](C)C)C.F[P-](F)(F)(F)(F)F.CCN(C(C)C)C(C)C. Given the product [C:1]([O:4][CH:5]1[C:9]2=[N:10][CH:11]=[C:12]([NH:28][C:45]([C:31]3[C:30]([NH2:29])=[CH:35][C:34]([F:36])=[C:33]([C:37]4[C:38]([F:44])=[CH:39][CH:40]=[CH:41][C:42]=4[F:43])[N:32]=3)=[O:46])[C:13]([N:14]3[CH2:19][CH2:18][CH2:17][C@H:16]([NH:20][C:21]([O:23][C:24]([CH3:27])([CH3:26])[CH3:25])=[O:22])[CH2:15]3)=[C:8]2[CH2:7][CH2:6]1)(=[O:3])[CH3:2], predict the reactants needed to synthesize it. (4) Given the product [NH2:1][C:2]1[N:7]=[C:6]([C:8]2[CH:9]=[C:10]3[C:11]([C:12]([NH2:13])=[N:29][NH:30]3)=[C:14]([O:28][CH3:31])[CH:15]=2)[CH:5]=[C:4]([N:19]2[CH2:24][CH2:23][O:22][CH2:21][C@H:20]2[CH:25]([CH3:26])[CH3:27])[N:3]=1, predict the reactants needed to synthesize it. The reactants are: [NH2:1][C:2]1[N:7]=[C:6]([C:8]2[CH:15]=[C:14](OC)[C:11]([C:12]#[N:13])=[C:10](F)[CH:9]=2)[CH:5]=[C:4]([N:19]2[CH2:24][CH2:23][O:22][CH2:21][C@H:20]2[CH:25]([CH3:27])[CH3:26])[N:3]=1.[OH2:28].[NH2:29][NH2:30].[CH2:31](O)C. (5) Given the product [CH:11]1([N:8]2[CH:7]=[N:6][C:5]3[C:9]2=[N:10][CH:2]=[N:3][CH:4]=3)[CH2:12][CH2:13][CH2:14][CH2:15]1, predict the reactants needed to synthesize it. The reactants are: Cl[C:2]1[N:10]=[C:9]2[C:5]([N:6]=[CH:7][N:8]2[CH:11]2[CH2:15][CH2:14][CH2:13][CH2:12]2)=[C:4](Cl)[N:3]=1. (6) Given the product [CH2:1]([N:8]1[C:12](=[O:13])[CH2:11][CH2:10][C@@H:9]1[C:14]([NH:31][CH:23]([CH2:24][C:25]1[CH:26]=[CH:27][CH:28]=[CH:29][CH:30]=1)[CH:22]([OH:32])[C:21]([O:20][CH2:18][CH3:19])=[O:33])=[O:16])[C:2]1[CH:3]=[CH:4][CH:5]=[CH:6][CH:7]=1, predict the reactants needed to synthesize it. The reactants are: [CH2:1]([N:8]1[C:12](=[O:13])[CH2:11][CH2:10][C@@H:9]1[C:14]([OH:16])=O)[C:2]1[CH:7]=[CH:6][CH:5]=[CH:4][CH:3]=1.[Cl-].[CH2:18]([O:20][C:21](=[O:33])[CH:22]([OH:32])[CH:23]([NH3+:31])[CH2:24][C:25]1[CH:30]=[CH:29][CH:28]=[CH:27][CH:26]=1)[CH3:19]. (7) Given the product [CH3:29][O:28][C:24]1[N:23]=[C:22]([C:20]([C:12]2[C:13]3[CH:19]=[CH:18][CH:17]=[CH:16][C:14]=3[S:15][C:11]=2[CH2:10][CH2:9][N:8]([CH3:30])[CH3:7])=[CH2:1])[CH:27]=[CH:26][CH:25]=1, predict the reactants needed to synthesize it. The reactants are: [CH3:1]C(C)([O-])C.[K+].[CH3:7][N:8]([CH3:30])[CH2:9][CH2:10][C:11]1[S:15][C:14]2[CH:16]=[CH:17][CH:18]=[CH:19][C:13]=2[C:12]=1[C:20]([C:22]1[CH:27]=[CH:26][CH:25]=[C:24]([O:28][CH3:29])[N:23]=1)=O.